From a dataset of TCR-epitope binding with 47,182 pairs between 192 epitopes and 23,139 TCRs. Binary Classification. Given a T-cell receptor sequence (or CDR3 region) and an epitope sequence, predict whether binding occurs between them. (1) The epitope is ILGLPTQTV. The TCR CDR3 sequence is CASSEDPGGVNTEAFF. Result: 1 (the TCR binds to the epitope). (2) The epitope is LEPLVDLPI. The TCR CDR3 sequence is CASSLQGYTEAFF. Result: 1 (the TCR binds to the epitope).